From a dataset of Catalyst prediction with 721,799 reactions and 888 catalyst types from USPTO. Predict which catalyst facilitates the given reaction. (1) Reactant: [Cl:1][C:2]1[CH:7]=[C:6]([CH3:8])[CH:5]=[CH:4][C:3]=1[NH:9][C:10]([CH2:12][C@@H:13]([C:18]1[C:22]([CH:23]2[CH2:25][CH2:24]2)=[C:21]([C:26]2[CH:30]=[C:29]([C:31]([F:37])([F:36])[C:32]([CH3:35])([CH3:34])[CH3:33])[O:28][N:27]=2)[O:20][N:19]=1)[CH2:14][C:15]([OH:17])=[O:16])=[O:11].[OH-].[Na+:39]. Product: [Cl:1][C:2]1[CH:7]=[C:6]([CH3:8])[CH:5]=[CH:4][C:3]=1[NH:9][C:10]([CH2:12][C@@H:13]([C:18]1[C:22]([CH:23]2[CH2:24][CH2:25]2)=[C:21]([C:26]2[CH:30]=[C:29]([C:31]([F:36])([F:37])[C:32]([CH3:33])([CH3:34])[CH3:35])[O:28][N:27]=2)[O:20][N:19]=1)[CH2:14][C:15]([O-:17])=[O:16])=[O:11].[Na+:39]. The catalyst class is: 8. (2) Reactant: C(N(CC)CC)C.[CH:8]([C:10]1[C:18]2[C:13](=[CH:14][CH:15]=[CH:16][CH:17]=2)[N:12](C(OC(C)(C)C)=O)[CH:11]=1)=[O:9].[CH:26](=[N:33][C:34]1[CH:35]=[N:36][CH:37]=[C:38]([O:40][CH:41]([CH3:43])[CH3:42])[CH:39]=1)[C:27]1[CH:32]=[CH:31][CH:30]=[CH:29][CH:28]=1. Product: [NH:12]1[C:13]2[C:18](=[CH:17][CH:16]=[CH:15][CH:14]=2)[C:10]([C:8](=[O:9])[CH:26]([NH:33][C:34]2[CH:35]=[N:36][CH:37]=[C:38]([O:40][CH:41]([CH3:43])[CH3:42])[CH:39]=2)[C:27]2[CH:28]=[CH:29][CH:30]=[CH:31][CH:32]=2)=[CH:11]1. The catalyst class is: 433. (3) Reactant: [CH3:1][N:2]1[C:7]2[C:8](C)=[CH:9][NH:10][C:6]=2[C:5](=[O:12])[N:4]([CH3:13])[C:3]1=[O:14].Br[CH2:16][C:17]([NH:19][C:20]1[S:21][CH:22]=[C:23]([C:25]2[CH:30]=[C:29]([F:31])[C:28]([O:32][CH2:33][C:34]([CH3:37])([CH3:36])[CH3:35])=[C:27]([F:38])[CH:26]=2)[N:24]=1)=[O:18].[H-].[Na+]. Product: [CH3:35][C:34]([CH3:37])([CH3:36])[CH2:33][O:32][C:28]1[C:29]([F:31])=[CH:30][C:25]([C:23]2[N:24]=[C:20]([NH:19][C:17](=[O:18])[CH2:16][N:10]3[C:6]4[C:5](=[O:12])[N:4]([CH3:13])[C:3](=[O:14])[N:2]([CH3:1])[C:7]=4[CH:8]=[CH:9]3)[S:21][CH:22]=2)=[CH:26][C:27]=1[F:38]. The catalyst class is: 3. (4) Reactant: F[C:2]1[CH:7]=[CH:6][C:5]([N:8]([CH3:18])[S:9]([C:12]2[CH:17]=[CH:16][CH:15]=[CH:14][CH:13]=2)(=[O:11])=[O:10])=[CH:4][C:3]=1[N+:19]([O-:21])=[O:20].[CH:22]1([CH2:27][NH2:28])[CH2:26][CH2:25][CH2:24][CH2:23]1. Product: [CH:22]1([CH2:27][NH:28][C:2]2[CH:7]=[CH:6][C:5]([N:8]([CH3:18])[S:9]([C:12]3[CH:17]=[CH:16][CH:15]=[CH:14][CH:13]=3)(=[O:11])=[O:10])=[CH:4][C:3]=2[N+:19]([O-:21])=[O:20])[CH2:26][CH2:25][CH2:24][CH2:23]1. The catalyst class is: 14. (5) Reactant: [SH:1][C:2]1[CH:7]=[CH:6][C:5]([OH:8])=[CH:4][CH:3]=1.[OH-].[Na+].[CH3:11][O:12][C:13](=[O:28])[C:14]1[CH:19]=[C:18]([S:20](=[O:26])(=[O:25])[NH:21][CH2:22][CH2:23]Br)[CH:17]=[CH:16][C:15]=1[CH3:27]. Product: [CH3:11][O:12][C:13](=[O:28])[C:14]1[CH:19]=[C:18]([S:20](=[O:25])(=[O:26])[NH:21][CH2:22][CH2:23][S:1][C:2]2[CH:7]=[CH:6][C:5]([OH:8])=[CH:4][CH:3]=2)[CH:17]=[CH:16][C:15]=1[CH3:27]. The catalyst class is: 5.